Task: Predict the reaction yield, written as a fraction of the theoretical maximum amount of product (1.0 means a 100% yield; for example, 0.34 means a 34% yield).. Dataset: Reaction yield outcomes from USPTO patents with 853,638 reactions The reactants are [CH:1]1([NH:4][C:5]([NH:7][C:8]2[CH:13]=[CH:12][C:11]([O:14][C:15]3[CH:20]=[CH:19][N:18]=[C:17]4[CH:21]=[C:22]([C:24]5[N:25]([CH3:35])[C:26]([CH2:29][NH:30][CH2:31][CH2:32][O:33][CH3:34])=[CH:27][N:28]=5)[S:23][C:16]=34)=[C:10]([F:36])[CH:9]=2)=[O:6])[CH2:3][CH2:2]1.[CH3:37][S:38](Cl)(=[O:40])=[O:39].CCN(C(C)C)C(C)C. The catalyst is C(Cl)Cl.CCOC(C)=O. The product is [CH:1]1([NH:4][C:5](=[O:6])[NH:7][C:8]2[CH:13]=[CH:12][C:11]([O:14][C:15]3[CH:20]=[CH:19][N:18]=[C:17]4[CH:21]=[C:22]([C:24]5[N:25]([CH3:35])[C:26]([CH2:29][N:30]([CH2:31][CH2:32][O:33][CH3:34])[S:38]([CH3:37])(=[O:40])=[O:39])=[CH:27][N:28]=5)[S:23][C:16]=34)=[C:10]([F:36])[CH:9]=2)[CH2:3][CH2:2]1. The yield is 0.480.